Dataset: Catalyst prediction with 721,799 reactions and 888 catalyst types from USPTO. Task: Predict which catalyst facilitates the given reaction. (1) Reactant: C(=O)([O-])[O-].[K+].[K+].[CH:7]1([N:10]([C:18]2[C:19]3[N:20]([C:30]([CH:33]=[O:34])=[CH:31][N:32]=3)[CH:21]=[C:22]([C:24]#[C:25][Si](C)(C)C)[N:23]=2)[C:11](=[O:17])[O:12][C:13]([CH3:16])([CH3:15])[CH3:14])[CH2:9][CH2:8]1. Product: [CH:7]1([N:10]([C:18]2[C:19]3[N:20]([C:30]([CH:33]=[O:34])=[CH:31][N:32]=3)[CH:21]=[C:22]([C:24]#[CH:25])[N:23]=2)[C:11](=[O:17])[O:12][C:13]([CH3:16])([CH3:15])[CH3:14])[CH2:8][CH2:9]1. The catalyst class is: 5. (2) Reactant: [C:1]([C:3]1[N:4]=[C:5]([NH:13][C@H:14]2[CH2:18][CH2:17][N:16]([C:19]([O:21][C:22]([CH3:25])([CH3:24])[CH3:23])=[O:20])[CH2:15]2)[C:6]2[C:11]([CH:12]=1)=[CH:10][CH:9]=[CH:8][CH:7]=2)#[N:2].CN1C(=O)CCC1.[NH:33]([C:35](OCC)=[O:36])[NH2:34]. Product: [O:36]=[C:35]1[NH:33][N:34]=[C:1]([C:3]2[N:4]=[C:5]([NH:13][C@H:14]3[CH2:18][CH2:17][N:16]([C:19]([O:21][C:22]([CH3:25])([CH3:24])[CH3:23])=[O:20])[CH2:15]3)[C:6]3[C:11]([CH:12]=2)=[CH:10][CH:9]=[CH:8][CH:7]=3)[NH:2]1. The catalyst class is: 25. (3) Reactant: [O:1]=O.[CH3:3][O:4][C:5](=[O:15])[C:6]1[CH:11]=[CH:10][C:9]([CH:12]=C)=[CH:8][C:7]=1[OH:14].CSC. Product: [CH3:3][O:4][C:5](=[O:15])[C:6]1[CH:11]=[CH:10][C:9]([CH:12]=[O:1])=[CH:8][C:7]=1[OH:14]. The catalyst class is: 2. (4) Reactant: [CH3:1][CH:2](/[CH:8]=[CH:9]/[CH:10]=[C:11]([CH3:18])[CH2:12][CH2:13][CH:14]=[C:15]([CH3:17])[CH3:16])[CH:3](OC)[O:4]C.C1COCC1.CC1C=CC(S(O)(=O)=O)=CC=1.C([O-])(O)=O.[Na+]. Product: [CH3:1][CH:2]([CH:8]=[CH:9][CH:10]=[C:11]([CH3:18])[CH2:12][CH2:13][CH:14]=[C:15]([CH3:17])[CH3:16])[CH:3]=[O:4]. The catalyst class is: 6. (5) Reactant: [CH2:1]([N:5]([CH2:24][CH2:25][CH2:26][CH3:27])[C:6]1[CH:11]=[CH:10][C:9]([CH:12]=[CH:13][C:14]2[CH:21]=[CH:20][C:17]([CH:18]=O)=[CH:16][CH:15]=2)=[C:8]([O:22][CH3:23])[CH:7]=1)[CH2:2][CH2:3][CH3:4].[C:28]([C:30]1[C:31](=[C:41]([C:44]#[N:45])[C:42]#[N:43])[O:32][C:33]([CH3:40])([C:36]([F:39])([F:38])[F:37])[C:34]=1[CH3:35])#[N:29]. Product: [CH2:24]([N:5]([CH2:1][CH2:2][CH2:3][CH3:4])[C:6]1[CH:11]=[CH:10][C:9]([CH:12]=[CH:13][C:14]2[CH:21]=[CH:20][C:17]([CH:18]=[CH:35][C:34]3[C:33]([CH3:40])([C:36]([F:39])([F:37])[F:38])[O:32][C:31](=[C:41]([C:42]#[N:43])[C:44]#[N:45])[C:30]=3[C:28]#[N:29])=[CH:16][CH:15]=2)=[C:8]([O:22][CH3:23])[CH:7]=1)[CH2:25][CH2:26][CH3:27]. The catalyst class is: 199.